Dataset: Forward reaction prediction with 1.9M reactions from USPTO patents (1976-2016). Task: Predict the product of the given reaction. (1) Given the reactants C([C@@H]1N(C(=O)C2C=CC(OC3C=CC=CC=3)=CC=2)C[C@H](CC(C)C)NC1=O)C(C)C.[CH2:31]([C@@H:35]1[NH:40][CH2:39][C@H:38]([C:41]2[CH:46]=[CH:45][CH:44]=[CH:43][CH:42]=2)[NH:37][C:36]1=[O:47])[CH:32]([CH3:34])[CH3:33].[F:48][C:49]1[C:50]([C:61](O)=[O:62])=[N:51][O:52][C:53]=1[C:54]1[CH:59]=[CH:58][C:57]([F:60])=[CH:56][CH:55]=1, predict the reaction product. The product is: [F:48][C:49]1[C:50]([C:61]([N:40]2[CH2:39][C@H:38]([C:41]3[CH:42]=[CH:43][CH:44]=[CH:45][CH:46]=3)[NH:37][C:36](=[O:47])[C@@H:35]2[CH2:31][CH:32]([CH3:34])[CH3:33])=[O:62])=[N:51][O:52][C:53]=1[C:54]1[CH:55]=[CH:56][C:57]([F:60])=[CH:58][CH:59]=1. (2) Given the reactants [CH2:1]([CH:8]1[CH2:13][CH2:12][NH:11][CH2:10][CH2:9]1)[C:2]1[CH:7]=[CH:6][CH:5]=[CH:4][CH:3]=1.C1[CH2:24][CH2:23][N:22]2[C:17](=[N:18][CH2:19][CH2:20][CH2:21]2)CC1.C(C=C)=O.NC1[S:31]C=CN=1.C(O[BH-](OC(=O)C)OC(=O)C)(=O)C.[Na+].[OH-].[Na+], predict the reaction product. The product is: [CH2:1]([CH:8]1[CH2:13][CH2:12][N:11]([CH2:21][CH2:20][CH2:19][NH:18][C:17]2[S:31][CH:24]=[CH:23][N:22]=2)[CH2:10][CH2:9]1)[C:2]1[CH:7]=[CH:6][CH:5]=[CH:4][CH:3]=1.